From a dataset of Full USPTO retrosynthesis dataset with 1.9M reactions from patents (1976-2016). Predict the reactants needed to synthesize the given product. (1) Given the product [C:1]([C:4]1[S:8][C:7]([NH:9][S:20]([C:13]2[C:14]([CH3:19])=[CH:15][C:16]([Cl:18])=[CH:17][C:12]=2[Cl:11])(=[O:22])=[O:21])=[N:6][C:5]=1[CH3:10])(=[O:3])[CH3:2], predict the reactants needed to synthesize it. The reactants are: [C:1]([C:4]1[S:8][C:7]([NH2:9])=[N:6][C:5]=1[CH3:10])(=[O:3])[CH3:2].[Cl:11][C:12]1[CH:17]=[C:16]([Cl:18])[CH:15]=[C:14]([CH3:19])[C:13]=1[S:20](Cl)(=[O:22])=[O:21]. (2) Given the product [Cl:1][C:2]1[N:11]=[CH:10][C:9]([CH:12]([CH3:14])[CH3:13])=[CH:8][C:3]=1[C:4]([O:6][CH3:7])=[O:5], predict the reactants needed to synthesize it. The reactants are: [Cl:1][C:2]1[N:11]=[CH:10][C:9]([C:12]([CH3:14])=[CH2:13])=[CH:8][C:3]=1[C:4]([O:6][CH3:7])=[O:5]. (3) Given the product [F:1][C:2]1[CH:3]=[C:4]([C:8]2[N:9]=[C:10]3[NH:21][C:22](=[O:23])[NH:20][C:11]3=[N:12][C:13]=2[C:14]2[CH:19]=[CH:18][N:17]=[CH:16][CH:15]=2)[CH:5]=[CH:6][CH:7]=1, predict the reactants needed to synthesize it. The reactants are: [F:1][C:2]1[CH:3]=[C:4]([C:8]2[N:9]=[C:10]([NH2:21])[C:11]([NH2:20])=[N:12][C:13]=2[C:14]2[CH:19]=[CH:18][N:17]=[CH:16][CH:15]=2)[CH:5]=[CH:6][CH:7]=1.[C:22](N1C=CN=C1)(N1C=CN=C1)=[O:23]. (4) The reactants are: [H-].[Al+3].[Li+].[H-].[H-].[H-].C(O[C:10]([NH:12][CH2:13][CH2:14][C:15]1[CH:31]=[CH:30][C:18]([O:19][C:20]2[CH:25]=[CH:24][C:23]([O:26]C(=O)C)=[CH:22][CH:21]=2)=[CH:17][CH:16]=1)=O)C. Given the product [CH3:10][NH:12][CH2:13][CH2:14][C:15]1[CH:31]=[CH:30][C:18]([O:19][C:20]2[CH:25]=[CH:24][C:23]([OH:26])=[CH:22][CH:21]=2)=[CH:17][CH:16]=1, predict the reactants needed to synthesize it.